From a dataset of Reaction yield outcomes from USPTO patents with 853,638 reactions. Predict the reaction yield, written as a fraction of the theoretical maximum amount of product (1.0 means a 100% yield; for example, 0.34 means a 34% yield). The reactants are C[Si](C)(C)CCOC[N:7]1[CH:11]=[CH:10][C:9]([C:12]2[C:13]3[NH:21][N:20]=[N:19][C:14]=3[N:15]=[C:16]([NH2:18])[N:17]=2)=[N:8]1. The catalyst is CO.O1CCOCC1. The product is [NH:7]1[CH:11]=[CH:10][C:9]([C:12]2[C:13]3[NH:21][N:20]=[N:19][C:14]=3[N:15]=[C:16]([NH2:18])[N:17]=2)=[N:8]1. The yield is 1.00.